From a dataset of Full USPTO retrosynthesis dataset with 1.9M reactions from patents (1976-2016). Predict the reactants needed to synthesize the given product. (1) Given the product [Br:14][C:15]1[CH:16]=[CH:17][C:18]([O:25][CH3:26])=[C:19]([S:21]([N:11]2[CH2:10][CH2:9][N:8]([C:1]([O:3][C:4]([CH3:7])([CH3:6])[CH3:5])=[O:2])[CH2:13][CH2:12]2)(=[O:22])=[O:23])[CH:20]=1, predict the reactants needed to synthesize it. The reactants are: [C:1]([N:8]1[CH2:13][CH2:12][NH:11][CH2:10][CH2:9]1)([O:3][C:4]([CH3:7])([CH3:6])[CH3:5])=[O:2].[Br:14][C:15]1[CH:16]=[CH:17][C:18]([O:25][CH3:26])=[C:19]([S:21](Cl)(=[O:23])=[O:22])[CH:20]=1.CCN(C(C)C)C(C)C. (2) Given the product [Br:1][C:2]1[CH:3]=[CH:4][C:5]([C:8]#[C:9][CH:10]([O:12][CH3:13])[CH3:11])=[N:6][CH:7]=1, predict the reactants needed to synthesize it. The reactants are: [Br:1][C:2]1[CH:3]=[CH:4][C:5]([C:8]#[C:9][CH:10]([OH:12])[CH3:11])=[N:6][CH:7]=1.[CH2:13](N(CC)CC)C.CS(Cl)(=O)=O.